From a dataset of Reaction yield outcomes from USPTO patents with 853,638 reactions. Predict the reaction yield, written as a fraction of the theoretical maximum amount of product (1.0 means a 100% yield; for example, 0.34 means a 34% yield). (1) The reactants are [CH3:1][CH:2]([N:4]1[C:12](/[CH:13]=[CH:14]/[CH:15]([OH:23])[CH2:16][CH:17]([OH:22])[CH2:18][C:19]([OH:21])=[O:20])=[C:11]([C:24]2[CH:25]=[CH:26][C:27]([F:30])=[CH:28][CH:29]=2)[C:10]2[CH:9]=[CH:8][CH:7]=[CH:6][C:5]1=2)[CH3:3].[OH-].[Na+:32].CC(C)=O. The catalyst is CO. The product is [CH3:3][CH:2]([N:4]1[C:12](/[CH:13]=[CH:14]/[CH:15]([OH:23])[CH2:16][CH:17]([OH:22])[CH2:18][C:19]([O-:21])=[O:20])=[C:11]([C:24]2[CH:29]=[CH:28][C:27]([F:30])=[CH:26][CH:25]=2)[C:10]2[CH:9]=[CH:8][CH:7]=[CH:6][C:5]1=2)[CH3:1].[Na+:32]. The yield is 0.620. (2) The reactants are [CH2:1]([O:4][C:5]([CH3:9])([CH3:8])[CH2:6][OH:7])[CH:2]=[CH2:3].C1C=C(Cl)C=C(C(OO)=[O:18])C=1.C([O-])(O)=O.[Na+]. The product is [CH3:8][C:5]([O:4][CH2:1][CH:2]1[CH2:3][O:18]1)([CH3:9])[CH2:6][OH:7]. The yield is 0.340. The catalyst is C(Cl)Cl.